Dataset: Forward reaction prediction with 1.9M reactions from USPTO patents (1976-2016). Task: Predict the product of the given reaction. Given the reactants [C:1]([NH:5][C:6](=[O:35])[C:7]1[CH:12]=[CH:11][CH:10]=[C:9]([O:13][C:14]2[CH:19]=[CH:18][C:17]([NH:20][C:21]3[C:31]4[CH:30]=[C:29]([CH:32]=O)[CH2:28][CH2:27][NH:26][C:25]=4[N:24]=[CH:23][N:22]=3)=[CH:16][C:15]=2[Cl:34])[CH:8]=1)([CH3:4])([CH3:3])[CH3:2].Cl.Cl.[NH2:38][O:39][CH2:40][CH2:41][N:42]([CH3:44])[CH3:43].C([O-])(=O)C.[Na+], predict the reaction product. The product is: [C:1]([NH:5][C:6](=[O:35])[C:7]1[CH:12]=[CH:11][CH:10]=[C:9]([O:13][C:14]2[CH:19]=[CH:18][C:17]([NH:20][C:21]3[C:31]4[CH:30]=[C:29]([CH:32]=[N:38][O:39][CH2:40][CH2:41][N:42]([CH3:44])[CH3:43])[CH2:28][CH2:27][NH:26][C:25]=4[N:24]=[CH:23][N:22]=3)=[CH:16][C:15]=2[Cl:34])[CH:8]=1)([CH3:4])([CH3:2])[CH3:3].